From a dataset of Forward reaction prediction with 1.9M reactions from USPTO patents (1976-2016). Predict the product of the given reaction. (1) Given the reactants [C:1]([C:3]1[CH:8]=[CH:7][C:6]([C:9]2[N:13]3[CH:14]=[C:15]([C:18]4[CH:26]=[CH:25][C:21]([C:22](O)=[O:23])=[CH:20][CH:19]=4)[CH:16]=[CH:17][C:12]3=[N:11][CH:10]=2)=[CH:5][CH:4]=1)#[N:2].CN(C(ON1N=NC2C=CC=NC1=2)=[N+](C)C)C.F[P-](F)(F)(F)(F)F.CN1CCOCC1.[CH2:58]([N:60]1[CH2:65][CH2:64][NH:63][CH2:62][CH2:61]1)[CH3:59], predict the reaction product. The product is: [CH2:58]([N:60]1[CH2:65][CH2:64][N:63]([C:22]([C:21]2[CH:25]=[CH:26][C:18]([C:15]3[CH:16]=[CH:17][C:12]4[N:13]([C:9]([C:6]5[CH:5]=[CH:4][C:3]([C:1]#[N:2])=[CH:8][CH:7]=5)=[CH:10][N:11]=4)[CH:14]=3)=[CH:19][CH:20]=2)=[O:23])[CH2:62][CH2:61]1)[CH3:59]. (2) Given the reactants C(OC([N:8]1[CH2:17][CH2:16][C:15]2[C:10](=[CH:11][CH:12]=[C:13]([NH:18][C:19]3[N:24]=[C:23](Cl)[CH:22]=[C:21]([N:26]4[CH2:31][CH2:30][O:29][CH2:28][CH2:27]4)[N:20]=3)[CH:14]=2)[CH2:9]1)=O)(C)(C)C.[F:32][C:33]1[C:34](B2OC(C)(C)C(C)(C)O2)=[C:35]2[C:39](=[CH:40][CH:41]=1)[NH:38][CH:37]=[CH:36]2, predict the reaction product. The product is: [F:32][C:33]1[C:34]([C:23]2[CH:22]=[C:21]([N:26]3[CH2:31][CH2:30][O:29][CH2:28][CH2:27]3)[N:20]=[C:19]([NH:18][C:13]3[CH:14]=[C:15]4[C:10](=[CH:11][CH:12]=3)[CH2:9][NH:8][CH2:17][CH2:16]4)[N:24]=2)=[C:35]2[C:39](=[CH:40][CH:41]=1)[NH:38][CH:37]=[CH:36]2. (3) Given the reactants [NH:1]1[CH2:6][CH2:5][CH:4]([CH2:7][OH:8])[CH2:3][CH2:2]1.[C:9]1(=[CH:13][C:14]#[N:15])[CH2:12][CH2:11][CH2:10]1.C1CCN2C(=NCCC2)CC1, predict the reaction product. The product is: [OH:8][CH2:7][CH:4]1[CH2:5][CH2:6][N:1]([C:9]2([CH2:13][C:14]#[N:15])[CH2:12][CH2:11][CH2:10]2)[CH2:2][CH2:3]1. (4) Given the reactants [NH2:1][CH2:2][C@H:3]1[CH2:7][C@@H:6]([NH:8][S:9]([C:12]2[CH:17]=[C:16]([Br:18])[CH:15]=[CH:14][C:13]=2[Br:19])(=[O:11])=[O:10])[CH2:5][N:4]1[C:20]([O:22][C:23]([CH3:26])([CH3:25])[CH3:24])=[O:21].Cl[C:28]([O:30][C:31]1[CH:36]=[CH:35][CH:34]=[CH:33][CH:32]=1)=[O:29], predict the reaction product. The product is: [Br:19][C:13]1[CH:14]=[CH:15][C:16]([Br:18])=[CH:17][C:12]=1[S:9]([NH:8][C@H:6]1[CH2:5][N:4]([C:20]([O:22][C:23]([CH3:26])([CH3:25])[CH3:24])=[O:21])[C@@H:3]([CH2:2][NH:1][C:28]([O:30][C:31]2[CH:36]=[CH:35][CH:34]=[CH:33][CH:32]=2)=[O:29])[CH2:7]1)(=[O:10])=[O:11]. (5) The product is: [C:1]([O:5][C:6]([N:8]1[CH2:13][CH2:12][N:11]([S:30]([C:27]2[CH:26]=[CH:25][C:24]([O:23][C:22]([F:21])([F:34])[F:35])=[CH:29][CH:28]=2)(=[O:32])=[O:31])[CH2:10][CH2:9]1)=[O:7])([CH3:4])([CH3:2])[CH3:3]. Given the reactants [C:1]([O:5][C:6]([N:8]1[CH2:13][CH2:12][NH:11][CH2:10][CH2:9]1)=[O:7])([CH3:4])([CH3:3])[CH3:2].CCN(CC)CC.[F:21][C:22]([F:35])([F:34])[O:23][C:24]1[CH:29]=[CH:28][C:27]([S:30](Cl)(=[O:32])=[O:31])=[CH:26][CH:25]=1, predict the reaction product. (6) Given the reactants [NH2:1][CH2:2][C@@H:3]([C:5]1[CH:10]=[CH:9][CH:8]=[CH:7][CH:6]=1)[OH:4].[CH:11](=O)[CH3:12].[BH4-].[Na+], predict the reaction product. The product is: [CH2:11]([NH:1][CH2:2][C@@H:3]([C:5]1[CH:10]=[CH:9][CH:8]=[CH:7][CH:6]=1)[OH:4])[CH3:12].